Dataset: Full USPTO retrosynthesis dataset with 1.9M reactions from patents (1976-2016). Task: Predict the reactants needed to synthesize the given product. Given the product [CH2:16]([C@H:4]([N:3]([CH3:2])[C:32]([C:28]1[CH:27]=[C:26]2[C:31](=[CH:30][CH:29]=1)[NH:23][CH:24]=[CH:25]2)=[O:34])[CH2:5][CH2:6][NH:7][C:8]([C:10]1[CH:15]=[CH:14][CH:13]=[CH:12][N:11]=1)=[O:9])[C:17]1[CH:18]=[CH:19][CH:20]=[CH:21][CH:22]=1, predict the reactants needed to synthesize it. The reactants are: Cl.[CH3:2][NH:3][C@@H:4]([CH2:16][C:17]1[CH:22]=[CH:21][CH:20]=[CH:19][CH:18]=1)[CH2:5][CH2:6][NH:7][C:8]([C:10]1[CH:15]=[CH:14][CH:13]=[CH:12][N:11]=1)=[O:9].[NH:23]1[C:31]2[C:26](=[CH:27][C:28]([C:32]([OH:34])=O)=[CH:29][CH:30]=2)[CH:25]=[CH:24]1.C1C=CC2N(O)N=NC=2C=1.Cl.C(N(CC)CC)C.